The task is: Predict the reactants needed to synthesize the given product.. This data is from Full USPTO retrosynthesis dataset with 1.9M reactions from patents (1976-2016). Given the product [ClH:25].[C:1]([C:3]1[CH:4]=[C:5]([C:13]2[N:23]=[CH:22][CH:21]=[C:20]([CH3:24])[C:14]=2[C:15]([O:17][CH2:18][CH3:19])=[O:16])[CH:6]=[CH:7][C:8]=1[OH:9])#[N:2], predict the reactants needed to synthesize it. The reactants are: [C:1]([C:3]1[CH:4]=[C:5]([C:13]2[N:23]=[CH:22][CH:21]=[C:20]([CH3:24])[C:14]=2[C:15]([O:17][CH2:18][CH3:19])=[O:16])[CH:6]=[CH:7][C:8]=1[O:9]COC)#[N:2].[ClH:25].O1CCOCC1.